Dataset: Catalyst prediction with 721,799 reactions and 888 catalyst types from USPTO. Task: Predict which catalyst facilitates the given reaction. Reactant: [CH3:1][CH:2]([CH3:31])[CH:3]([NH:20][C:21]1[CH:30]=[CH:29][C:24]([C:25]([O:27]C)=[O:26])=[CH:23][CH:22]=1)[C:4]1[CH:9]=[CH:8][C:7]([N:10]2[CH:18]=[C:17]3[C:12]([CH2:13][CH2:14][CH2:15][CH2:16]3)=[N:11]2)=[CH:6][C:5]=1[CH3:19].C1COCC1.[OH-].[Na+]. Product: [CH3:1][CH:2]([CH3:31])[CH:3]([NH:20][C:21]1[CH:30]=[CH:29][C:24]([C:25]([OH:27])=[O:26])=[CH:23][CH:22]=1)[C:4]1[CH:9]=[CH:8][C:7]([N:10]2[CH:18]=[C:17]3[C:12]([CH2:13][CH2:14][CH2:15][CH2:16]3)=[N:11]2)=[CH:6][C:5]=1[CH3:19]. The catalyst class is: 5.